This data is from Forward reaction prediction with 1.9M reactions from USPTO patents (1976-2016). The task is: Predict the product of the given reaction. Given the reactants [Cl:1][C:2]1[CH:7]=[CH:6][C:5]([C:8]2[O:9][C:10]3[CH:20]=[C:19]([NH:21][S:22]([CH3:25])(=[O:24])=[O:23])[C:18]([CH:26]4[CH2:28][CH2:27]4)=[CH:17][C:11]=3[C:12]=2[C:13]([NH:15][CH3:16])=[O:14])=[CH:4][CH:3]=1.[CH2:29]([O:36][C:37]1[CH:42]=[CH:41][C:40](B(O)O)=[CH:39][C:38]=1[F:46])[C:30]1[CH:35]=[CH:34][CH:33]=[CH:32][CH:31]=1.C(N(CC)CC)C, predict the reaction product. The product is: [CH2:29]([O:36][C:37]1[CH:42]=[CH:41][C:40]([N:21]([C:19]2[C:18]([CH:26]3[CH2:28][CH2:27]3)=[CH:17][C:11]3[C:12]([C:13]([NH:15][CH3:16])=[O:14])=[C:8]([C:5]4[CH:6]=[CH:7][C:2]([Cl:1])=[CH:3][CH:4]=4)[O:9][C:10]=3[CH:20]=2)[S:22]([CH3:25])(=[O:23])=[O:24])=[CH:39][C:38]=1[F:46])[C:30]1[CH:31]=[CH:32][CH:33]=[CH:34][CH:35]=1.